Dataset: Reaction yield outcomes from USPTO patents with 853,638 reactions. Task: Predict the reaction yield, written as a fraction of the theoretical maximum amount of product (1.0 means a 100% yield; for example, 0.34 means a 34% yield). (1) The reactants are [NH2:1][C:2]1[C:3]([OH:13])=[C:4]([S:9]([NH2:12])(=[O:11])=[O:10])[C:5]([Cl:8])=[CH:6][CH:7]=1.[C:14]12([N:24]=[C:25]=[O:26])[CH2:23][CH:18]3[CH2:19][CH:20]([CH2:22][CH:16]([CH2:17]3)[CH2:15]1)[CH2:21]2. The catalyst is C(OCC)(=O)C. The product is [NH2:12][S:9]([C:4]1[C:3]([OH:13])=[C:2]([NH:1][C:25]([NH:24][C:14]23[CH2:23][CH:18]4[CH2:17][CH:16]([CH2:22][CH:20]([CH2:19]4)[CH2:21]2)[CH2:15]3)=[O:26])[CH:7]=[CH:6][C:5]=1[Cl:8])(=[O:11])=[O:10]. The yield is 0.560. (2) No catalyst specified. The yield is 0.580. The reactants are [C:1]([C:3]1[CH:8]=[CH:7][C:6]([OH:9])=[CH:5][CH:4]=1)#[N:2].C([O-])([O-])=O.[K+].[K+].Br[CH2:17][CH2:18][CH:19]=[CH2:20]. The product is [CH2:20]([O:9][C:6]1[CH:7]=[CH:8][C:3]([C:1]#[N:2])=[CH:4][CH:5]=1)[CH2:19][CH:18]=[CH2:17].